This data is from Experimentally validated miRNA-target interactions with 360,000+ pairs, plus equal number of negative samples. The task is: Binary Classification. Given a miRNA mature sequence and a target amino acid sequence, predict their likelihood of interaction. (1) The protein sequence of the target gene is MDASRPKSSESQSSLEAPRPGPNPSPNVVNKPLQRDFPGMVADRLPPKTGVVVIDMGTGTCKVGFAGQASPTYTVATILGCQPKKPATSGQSGLQTFIGEAARVLPELTLVQPLRSGIVVDWDAAELIWRHLLEHDLRVATHDHPLLFSDPPFSPATNREKLVEVAFESLRSPAMYVASQSVLSVYAHGRVSGLVVDTGHGVTYTVPVFQGYNLLHATERLDLAGNHLTAFLAEMLLQAGLPLGQQDLDLVENIKHHYCYVASDFQKEQARPEQEYKRTLKLPDGRTVTLGKELFQCPEL.... Result: 0 (no interaction). The miRNA is mmu-miR-297c-3p with sequence UAUACAUACACACAUACCCAUA. (2) The miRNA is mmu-miR-153-3p with sequence UUGCAUAGUCACAAAAGUGAUC. The protein sequence of the target gene is MSLLKERKPKKPHYIPRPPGKPFKYKCFQCPFTCNEKSHLFNHMKYGLCKNSITLVSEQDRIPKCPKSSSLDPKQTHQPEPTSKPATSKSLLNGLSSFDPKSQQGSAKEDAKENLEMQARGAHKGPQKPALQKEMAPEAILSTQPCLDSGVRHSAFVPVGEHRLRGPEDTEATEVLANSTTKASSFHAKSAFHTPGYPWKAGSPFLPPDFPHKISSTKGFGAISPYMHPAIPEYPHPFYAEHGLAAIYSPYLLTGNTPECETTLLSVYGTQDQRHFLSPAGPIPKHLNTSPSTYDHYRFF.... Result: 0 (no interaction). (3) The protein sequence of the target gene is MGKQNSKLRPEVLQDLREHTEFTDHELQEWYKGFLKDCPTGHLTVDEFKKIYANFFPYGDASKFAEHVFRTFDTNSDGTIDFREFIIALSVTSRGKLEQKLKWAFSMYDLDGNGYISRSEMLEIVQAIYKMVSSVMKMPEDESTPEKRTDKIFRQMDTNNDGKLSLEEFIKGAKSDPSIVRLLQCDPSSASQF. The miRNA is hsa-miR-193a-5p with sequence UGGGUCUUUGCGGGCGAGAUGA. Result: 0 (no interaction). (4) The miRNA is mmu-miR-183-5p with sequence UAUGGCACUGGUAGAAUUCACU. The protein sequence of the target gene is MEEKDSKPSETAAEAQRQPEPSSGGGSGGGSSPSDSDTGRRRALMLPEVLQAPGNHQHPHRITNFFIDNILRPEFGRRKDAGTCCAGAGGARGGEGGAGTTEGGGGGAGGAEQLLGARESRPNPACAPSAGGTLSAAAGDPAVDGEGGSKTLSLHGGAKKPGDPGGSLDGVLKARGLGGGDLSVSSDSDSSQASATLGAQPMLWPAWVYCTRYSDRPSSGPRSRKPKKKNPNKEDKRPRTAFTAEQLQRLKAEFQTNRYLTEQRRQSLAQELSLNESQIKIWFQNKRAKIKKATGNKNTL.... Result: 0 (no interaction). (5) The miRNA is hsa-miR-4491 with sequence AAUGUGGACUGGUGUGACCAAA. The protein sequence of the target gene is MNMTQARLLVAAVVGLVAILLYASIHKIEEGHLAVYYRGGALLTSPSGPGYHIMLPFITTFRSVQTTLQTDEVKNVPCGTSGGVMIYIDRIEVVNMLAPYAVFDIVRNYTADYDKTLIFNKIHHELNQFCSAHTLQEVYIELFDQIDENLKQALQKDLNTMAPGLTIQAVRVTKPKIPEAIRRNFELMEAEKTKLLIAAQKQKVVEKEAETERKRAVIEAEKIAQVAKIRFQQKVMEKETEKRISEIEDAAFLAREKAKADAEYYAAHKYATSNKHKLTPEYLELKKYQAIASNSKIYFG.... Result: 0 (no interaction). (6) The miRNA is hsa-miR-149-3p with sequence AGGGAGGGACGGGGGCUGUGC. The protein sequence of the target gene is MSTAPSLSALRSSKHSGGGGGGGGGGGADPAWTSALSGNSSGPGPGSSPAGSTKPFVHAVPPSDPLRQANRLPIKVLKMLTARTGHILHPEYLQPLPSTPVSPIELDAKKSPLALLAQTCSQIGKPDPSPSSKLSSVASNGGGAGGAGGGAAGDKDTKSGPLKLSDIGVEDKSSFKPYSKPGSDKKEPGGGGGGGGGGGGGGGGVSSEKSGFRVPSATCQPFTPRTGSPSSSASACSPGGMLSSAGGAPEGKDDKKDTDVGGGGKGTGGASAEGGPTGLAHGRISCGGGINVDVNQHPDG.... Result: 1 (interaction).